The task is: Predict the product of the given reaction.. This data is from Forward reaction prediction with 1.9M reactions from USPTO patents (1976-2016). (1) Given the reactants [Cl:1][C:2]1[CH:7]=[CH:6][C:5]([C:8]([C:10]2[CH:15]=[CH:14][C:13]([CH2:16][N:17]3[CH:21]=[CH:20][N:19]=[CH:18]3)=[CH:12][CH:11]=2)=[O:9])=[CH:4][CH:3]=1.ClC1C=CC(C(C2C=CC(CN3CCOCC3)=CC=2)O)=CC=1, predict the reaction product. The product is: [Cl:1][C:2]1[CH:7]=[CH:6][C:5]([CH:8]([C:10]2[CH:15]=[CH:14][C:13]([CH2:16][N:17]3[CH:21]=[CH:20][N:19]=[CH:18]3)=[CH:12][CH:11]=2)[OH:9])=[CH:4][CH:3]=1. (2) Given the reactants Br[CH2:2][CH2:3][CH2:4][CH2:5][CH2:6][CH2:7][C:8]1[C:14]2[CH:15]=[CH:16][C:17]([OH:19])=[CH:18][C:13]=2[CH2:12][CH2:11][CH2:10][C:9]=1[C:20]1[CH:25]=[CH:24][C:23]([F:26])=[C:22]([OH:27])[CH:21]=1.[CH3:28][NH:29][CH2:30][CH2:31][CH2:32][S:33]([CH2:36][CH2:37][CH2:38][C:39]([F:45])([F:44])[C:40]([F:43])([F:42])[F:41])(=[O:35])=[O:34], predict the reaction product. The product is: [F:26][C:23]1[CH:24]=[CH:25][C:20]([C:9]2[CH2:10][CH2:11][CH2:12][C:13]3[CH:18]=[C:17]([OH:19])[CH:16]=[CH:15][C:14]=3[C:8]=2[CH2:7][CH2:6][CH2:5][CH2:4][CH2:3][CH2:2][N:29]([CH3:28])[CH2:30][CH2:31][CH2:32][S:33]([CH2:36][CH2:37][CH2:38][C:39]([F:45])([F:44])[C:40]([F:41])([F:42])[F:43])(=[O:34])=[O:35])=[CH:21][C:22]=1[OH:27]. (3) The product is: [Cl:18][C:17]1[CH:16]=[CH:15][C:14]([NH:19][C:29]([NH:28][C:23]2[CH:24]=[CH:25][CH:26]=[CH:27][C:22]=2[Cl:21])=[O:30])=[C:13]([OH:20])[C:12]=1[S:9]([NH:8][CH2:5][CH2:6][CH3:7])(=[O:11])=[O:10]. Given the reactants NC(N)=O.[CH2:5]([NH:8][S:9]([C:12]1[C:17]([Cl:18])=[CH:16][CH:15]=[C:14]([NH2:19])[C:13]=1[OH:20])(=[O:11])=[O:10])[CH2:6][CH3:7].[Cl:21][C:22]1[CH:27]=[CH:26][CH:25]=[CH:24][C:23]=1[N:28]=[C:29]=[O:30], predict the reaction product.